The task is: Predict the reaction yield, written as a fraction of the theoretical maximum amount of product (1.0 means a 100% yield; for example, 0.34 means a 34% yield).. This data is from Reaction yield outcomes from USPTO patents with 853,638 reactions. (1) The reactants are [Cl-].O[NH3+:3].[C:4](=[O:7])([O-])[OH:5].[Na+].CS(C)=O.[Si]([O:20][C:21]1[CH:61]=[CH:60][C:24]([O:25][C@H:26]2[CH2:31][CH2:30][C@H:29]([N:32]3[C:37](=[O:38])[C:36]([CH2:39][C:40]4[CH:45]=[CH:44][C:43]([C:46]5[C:47]([C:52]#[N:53])=[CH:48][CH:49]=[CH:50][CH:51]=5)=[CH:42][CH:41]=4)=[C:35]([CH2:54][CH2:55][CH3:56])[N:34]4[N:57]=[CH:58][N:59]=[C:33]34)[CH2:28][CH2:27]2)=[CH:23][CH:22]=1)(C(C)(C)C)(C)C. The catalyst is O.C(OCC)(=O)C. The product is [OH:20][C:21]1[CH:22]=[CH:23][C:24]([O:25][C@H:26]2[CH2:27][CH2:28][C@H:29]([N:32]3[C:37](=[O:38])[C:36]([CH2:39][C:40]4[CH:41]=[CH:42][C:43]([C:46]5[CH:51]=[CH:50][CH:49]=[CH:48][C:47]=5[C:52]5[NH:53][C:4](=[O:7])[O:5][N:3]=5)=[CH:44][CH:45]=4)=[C:35]([CH2:54][CH2:55][CH3:56])[N:34]4[N:57]=[CH:58][N:59]=[C:33]34)[CH2:30][CH2:31]2)=[CH:60][CH:61]=1. The yield is 0.140. (2) The reactants are [Br-:1].[Li+].CS(O[C@@H:8]([CH2:12][C:13]1[CH:18]=[CH:17][CH:16]=[CH:15][CH:14]=1)[C:9]([OH:11])=[O:10])(=O)=O.C1(C)C=CC=CC=1. The catalyst is O. The product is [Br:1][C@H:8]([CH2:12][C:13]1[CH:18]=[CH:17][CH:16]=[CH:15][CH:14]=1)[C:9]([OH:11])=[O:10]. The yield is 0.800. (3) The product is [C:36]([C:35]1[CH:38]=[CH:39][C:32]([C:24]2[CH:25]=[C:26]3[N:31]([CH2:2][C@@H:3]4[O:8][CH2:7][CH2:6][N:5]([C:9]([O:11][C:12]([CH3:15])([CH3:14])[CH3:13])=[O:10])[CH2:4]4)[CH:30]=[CH:29][C:27]3=[N:28][C:23]=2[C:20]2[CH:21]=[CH:22][C:17]([CH3:16])=[CH:18][CH:19]=2)=[CH:33][CH:34]=1)#[N:37]. The yield is 1.00. The reactants are Br[CH2:2][C@@H:3]1[O:8][CH2:7][CH2:6][N:5]([C:9]([O:11][C:12]([CH3:15])([CH3:14])[CH3:13])=[O:10])[CH2:4]1.[CH3:16][C:17]1[CH:22]=[CH:21][C:20]([C:23]2[N:28]=[C:27]3[CH:29]=[CH:30][NH:31][C:26]3=[CH:25][C:24]=2[C:32]2[CH:39]=[CH:38][C:35]([C:36]#[N:37])=[CH:34][CH:33]=2)=[CH:19][CH:18]=1.C(=O)([O-])[O-].[Cs+].[Cs+]. The catalyst is CN(C=O)C. (4) The reactants are Br[C:2]1[CH:3]=[CH:4][C:5]([NH2:8])=[N:6][CH:7]=1.CC1(C)C(C)(C)OB([C:17]2[CH2:22][CH2:21][N:20]([C:23]([O:25][C:26]([CH3:29])([CH3:28])[CH3:27])=[O:24])[CH2:19][CH:18]=2)O1.C([O-])([O-])=O.[K+].[K+]. The catalyst is C(#N)C. The product is [NH2:8][C:5]1[N:6]=[CH:7][C:2]([C:17]2[CH2:22][CH2:21][N:20]([C:23]([O:25][C:26]([CH3:29])([CH3:28])[CH3:27])=[O:24])[CH2:19][CH:18]=2)=[CH:3][CH:4]=1. The yield is 0.870.